Dataset: Full USPTO retrosynthesis dataset with 1.9M reactions from patents (1976-2016). Task: Predict the reactants needed to synthesize the given product. (1) Given the product [Cl:1][C:2]1[CH:3]=[C:4]([CH:14]([CH3:16])[CH3:15])[C:5]2[O:9][CH:8]([CH2:10][NH:11][C:27](=[O:28])[O:29][CH2:30][C:31]3[CH:36]=[CH:35][CH:34]=[CH:33][CH:32]=3)[CH2:7][C:6]=2[C:12]=1[CH3:13], predict the reactants needed to synthesize it. The reactants are: [Cl:1][C:2]1[CH:3]=[C:4]([CH:14]([CH3:16])[CH3:15])[C:5]2[O:9][CH:8]([CH2:10][NH2:11])[CH2:7][C:6]=2[C:12]=1[CH3:13].C(N(C(C)C)CC)(C)C.Cl[C:27]([O:29][CH2:30][C:31]1[CH:36]=[CH:35][CH:34]=[CH:33][CH:32]=1)=[O:28].C1(C2C3OC(CNC(=O)OCC4C=CC=CC=4)CC=3C=CC=2)CCCC1. (2) The reactants are: [Cl:1][C:2]1[CH:7]=[CH:6][N:5]=[C:4]([NH2:8])[CH:3]=1.Cl[CH2:10][CH:11]=O.C(=O)([O-])O.[Na+]. Given the product [Cl:1][C:2]1[CH:7]=[CH:6][N:5]2[CH:10]=[CH:11][N:8]=[C:4]2[CH:3]=1, predict the reactants needed to synthesize it.